The task is: Predict which catalyst facilitates the given reaction.. This data is from Catalyst prediction with 721,799 reactions and 888 catalyst types from USPTO. (1) Reactant: [C:1]([OH:16])(=[O:15])[CH2:2][CH2:3][CH2:4][CH2:5][CH2:6][CH2:7][CH2:8][CH2:9][CH2:10][CH2:11][CH2:12][CH2:13][CH3:14].[OH-].[Na+:18].[Cl-].[Na+]. Product: [C:1]([O-:16])(=[O:15])[CH2:2][CH2:3][CH2:4][CH2:5][CH2:6][CH2:7][CH2:8][CH2:9][CH2:10][CH2:11][CH2:12][CH2:13][CH3:14].[Na+:18]. The catalyst class is: 6. (2) Reactant: [CH2:1]([O:3][C:4]1([C:7]2[CH:12]=[CH:11][C:10]([C:13]#[C:14][Si](C)(C)C)=[CH:9][C:8]=2[CH:19]([CH3:21])[CH3:20])[CH2:6][CH2:5]1)[CH3:2].C(=O)([O-])[O-].[K+].[K+]. Product: [CH2:1]([O:3][C:4]1([C:7]2[CH:12]=[CH:11][C:10]([C:13]#[CH:14])=[CH:9][C:8]=2[CH:19]([CH3:20])[CH3:21])[CH2:6][CH2:5]1)[CH3:2]. The catalyst class is: 5. (3) Reactant: [CH2:1]([C@@H:7]1[CH2:11][O:10][C:9]([CH3:13])([CH3:12])[O:8]1)[CH2:2][C:3]#[C:4][CH2:5][CH3:6].N1C2C(=CC=CC=2)C=CC=1. Product: [CH2:1]([C@@H:7]1[CH2:11][O:10][C:9]([CH3:12])([CH3:13])[O:8]1)[CH2:2]/[CH:3]=[CH:4]\[CH2:5][CH3:6]. The catalyst class is: 45. (4) Reactant: [H-].[Na+].[CH2:3]([O:10][CH2:11][C@H:12]([OH:15])[CH2:13][OH:14])[C:4]1[CH:9]=[CH:8][CH:7]=[CH:6][CH:5]=1.Br[CH2:17][CH2:18][CH2:19][CH2:20][CH2:21][CH2:22][CH2:23][CH2:24][CH2:25][CH2:26][CH2:27][CH2:28][CH2:29][CH2:30][CH2:31][CH3:32].O. Product: [CH2:17]([O:14][CH2:13][C@H:12]([CH2:11][O:10][CH2:3][C:4]1[CH:9]=[CH:8][CH:7]=[CH:6][CH:5]=1)[O:15][CH2:32][CH2:31][CH2:30][CH2:29][CH2:28][CH2:27][CH2:26][CH2:25][CH2:24][CH2:23][CH2:22][CH2:21][CH2:20][CH2:19][CH2:18][CH3:17])[CH2:18][CH2:19][CH2:20][CH2:21][CH2:22][CH2:23][CH2:24][CH2:25][CH2:26][CH2:27][CH2:28][CH2:29][CH2:30][CH2:31][CH3:32]. The catalyst class is: 3. (5) The catalyst class is: 3. Product: [CH3:33][S:34]([O:31][CH2:30][C:27]1[CH:26]=[N:25][C:24]([C:22]2[S:23][C:16]3[C:17](=[N:18][CH:19]=[CH:20][C:15]=3[O:14][C:11]3[CH:12]=[CH:13][C:8]([NH:7][C:5]([NH:4][CH:1]4[CH2:2][CH2:3]4)=[O:6])=[CH:9][C:10]=3[F:32])[CH:21]=2)=[CH:29][CH:28]=1)(=[O:36])=[O:35]. Reactant: [CH:1]1([NH:4][C:5]([NH:7][C:8]2[CH:13]=[CH:12][C:11]([O:14][C:15]3[CH:20]=[CH:19][N:18]=[C:17]4[CH:21]=[C:22]([C:24]5[CH:29]=[CH:28][C:27]([CH2:30][OH:31])=[CH:26][N:25]=5)[S:23][C:16]=34)=[C:10]([F:32])[CH:9]=2)=[O:6])[CH2:3][CH2:2]1.[CH3:33][S:34](Cl)(=[O:36])=[O:35].O. (6) Reactant: [CH:1]1([NH:6][C@H:7]([CH2:12][CH3:13])[C:8]([O:10][CH3:11])=[O:9])[CH2:5][CH2:4][CH2:3][CH2:2]1.C(=O)(O)[O-].[Na+].[Cl:19][C:20]1[N:25]=[C:24](Cl)[C:23]([N+:27]([O-:29])=[O:28])=[CH:22][N:21]=1. Product: [Cl:19][C:20]1[N:25]=[C:24]([N:6]([CH:1]2[CH2:2][CH2:3][CH2:4][CH2:5]2)[C@H:7]([CH2:12][CH3:13])[C:8]([O:10][CH3:11])=[O:9])[C:23]([N+:27]([O-:29])=[O:28])=[CH:22][N:21]=1. The catalyst class is: 244. (7) Reactant: [Cl:1][C:2]1[CH:3]=[CH:4][C:5]2[N:6]([C:8]([C:11]([C:13]3[CH:21]=[CH:20][C:19]4[C:15](=[CH:16][N:17]([CH2:22][O:23][CH2:24][CH2:25][Si:26]([CH3:29])([CH3:28])[CH3:27])[N:18]=4)[CH:14]=3)=[O:12])=[CH:9][N:10]=2)[N:7]=1.[CH3:30][Mg]Br.CCOC(C)=O. Product: [Cl:1][C:2]1[CH:3]=[CH:4][C:5]2[N:6]([C:8]([C:11]([C:13]3[CH:21]=[CH:20][C:19]4[C:15](=[CH:16][N:17]([CH2:22][O:23][CH2:24][CH2:25][Si:26]([CH3:29])([CH3:28])[CH3:27])[N:18]=4)[CH:14]=3)([OH:12])[CH3:30])=[CH:9][N:10]=2)[N:7]=1. The catalyst class is: 116. (8) Reactant: Cl.[NH2:2][CH:3]1[C:8]2[CH:9]=[C:10]([O:18][CH3:19])[C:11]([NH:13][S:14]([CH3:17])(=[O:16])=[O:15])=[CH:12][C:7]=2[O:6][C:5]([CH3:21])([CH3:20])[CH:4]1[OH:22].[CH:23]1([CH2:29][CH:30]=O)[CH2:28][CH2:27][CH2:26][CH2:25][CH2:24]1.C(N(CC)CC)C.C([BH3-])#N.[Na+]. Product: [CH:23]1([CH2:29][CH2:30][NH:2][C@H:3]2[C:8]3[CH:9]=[C:10]([O:18][CH3:19])[C:11]([NH:13][S:14]([CH3:17])(=[O:15])=[O:16])=[CH:12][C:7]=3[O:6][C:5]([CH3:20])([CH3:21])[C@@H:4]2[OH:22])[CH2:28][CH2:27][CH2:26][CH2:25][CH2:24]1. The catalyst class is: 24.